Predict the reactants needed to synthesize the given product. From a dataset of Full USPTO retrosynthesis dataset with 1.9M reactions from patents (1976-2016). (1) Given the product [CH2:1]([O:3][C:4](=[O:20])/[CH:5]=[C:6](\[C:13]1[CH:18]=[CH:17][C:16]([C:25]#[C:24][CH2:23][N:22]([CH3:26])[CH3:21])=[CH:15][CH:14]=1)/[C:7]1[CH:12]=[CH:11][CH:10]=[CH:9][CH:8]=1)[CH3:2], predict the reactants needed to synthesize it. The reactants are: [CH2:1]([O:3][C:4](=[O:20])/[CH:5]=[C:6](\[C:13]1[CH:18]=[CH:17][C:16](Br)=[CH:15][CH:14]=1)/[C:7]1[CH:12]=[CH:11][CH:10]=[CH:9][CH:8]=1)[CH3:2].[CH3:21][N:22]([CH3:26])[CH2:23][C:24]#[CH:25].ClCCl. (2) The reactants are: Cl[CH2:2][C:3]1[C:4]([C:14]2[CH:19]=[CH:18][CH:17]=[CH:16][C:15]=2[CH3:20])=[N:5][C:6]2[C:11]([CH:12]=1)=[CH:10][CH:9]=[CH:8][C:7]=2[CH3:13].[N-:21]=[N+]=[N-].[Na+]. Given the product [CH3:13][C:7]1[CH:8]=[CH:9][CH:10]=[C:11]2[C:6]=1[N:5]=[C:4]([C:14]1[CH:19]=[CH:18][CH:17]=[CH:16][C:15]=1[CH3:20])[C:3]([CH2:2][NH2:21])=[CH:12]2, predict the reactants needed to synthesize it.